Task: Predict the product of the given reaction.. Dataset: Forward reaction prediction with 1.9M reactions from USPTO patents (1976-2016) (1) Given the reactants [Cl:1][C:2]1[CH:7]=[CH:6][CH:5]=[CH:4][C:3]=1[C:8]1[C:16]2[O:15][CH:14]([CH2:17][NH:18]C(=O)OCC3C=CC=CC=3)[CH2:13][C:12]=2[CH:11]=[CH:10][CH:9]=1.I[Si](C)(C)C, predict the reaction product. The product is: [Cl:1][C:2]1[CH:7]=[CH:6][CH:5]=[CH:4][C:3]=1[C:8]1[C:16]2[O:15][CH:14]([CH2:17][NH2:18])[CH2:13][C:12]=2[CH:11]=[CH:10][CH:9]=1. (2) Given the reactants [CH:1]1([C:4]2[N:5]=[CH:6][C:7]([O:10][C@H:11]3[CH2:28][N:14]4[C:15](=[O:27])[CH2:16][CH2:17][N:18](C(OC(C)(C)C)=O)[CH2:19][C@H:13]4[CH2:12]3)=[N:8][CH:9]=2)[CH2:3][CH2:2]1.C([Cl:32])(=O)C, predict the reaction product. The product is: [ClH:32].[CH:1]1([C:4]2[N:5]=[CH:6][C:7]([O:10][C@H:11]3[CH2:28][N:14]4[C:15](=[O:27])[CH2:16][CH2:17][NH:18][CH2:19][C@H:13]4[CH2:12]3)=[N:8][CH:9]=2)[CH2:3][CH2:2]1. (3) Given the reactants [F:1][C:2]1[CH:7]=[C:6](OC)[CH:5]=[C:4](F)[C:3]=1[C:11]1[S:12][CH:13]=[C:14]([C:16]([OH:18])=[O:17])[N:15]=1.[Cl:19]C1C=CC(F)=C(B(O)O)C=1, predict the reaction product. The product is: [Cl:19][C:5]1[CH:6]=[CH:7][C:2]([F:1])=[C:3]([C:11]2[S:12][CH:13]=[C:14]([C:16]([OH:18])=[O:17])[N:15]=2)[CH:4]=1. (4) The product is: [I:1]([OH:5])(=[O:4])(=[O:3])=[O:2].[O-2:14].[O-2:6].[O-2:2].[Cr+6:9].[C:10]([O:14][C@@H:15]([C:18]1[C:42]([CH3:43])=[CH:41][C:21]2[N:22]=[C:23]([C:25]3[CH:30]=[CH:29][N:28]=[C:27]([C:18]4[CH:15]=[C:52]5[C:21](=[CH:20][CH:19]=4)[N:22]([CH3:23])[N:53]=[CH:51]5)[CH:26]=3)[S:24][C:20]=2[C:19]=1[C:44]1[CH:45]=[CH:46][C:47]([Cl:50])=[CH:48][CH:49]=1)[C:16]([OH:6])=[O:17])([CH3:13])([CH3:12])[CH3:11]. Given the reactants [I:1]([OH:5])(=[O:4])(=[O:3])=[O:2].[O-2:6].[O-2].[O-2].[Cr+6:9].[C:10]([O:14][C@@H:15]([C:18]1[C:42]([CH3:43])=[CH:41][C:21]2[N:22]=[C:23]([C:25]3[CH:30]=[CH:29][N:28]=[C:27](C4C=C5C(C=NN5C)=CC=4)[CH:26]=3)[S:24][C:20]=2[C:19]=1[C:44]1[CH:49]=[CH:48][C:47]([Cl:50])=[CH:46][CH:45]=1)[CH2:16][OH:17])([CH3:13])([CH3:12])[CH3:11].[C:51](#[N:53])[CH3:52], predict the reaction product. (5) Given the reactants C([O:5][C:6](=[O:37])[C:7]1[CH:12]=[C:11]([C:13]2[N:17]([CH3:18])[N:16]=[N:15][N:14]=2)[CH:10]=[C:9]([NH:19][C:20]([NH:22][CH2:23][CH2:24][CH2:25][CH2:26][N:27]([CH2:29][C:30]2[CH:35]=[CH:34][C:33]([F:36])=[CH:32][CH:31]=2)[CH3:28])=[O:21])[CH:8]=1)(C)(C)C.[ClH:38], predict the reaction product. The product is: [ClH:38].[F:36][C:33]1[CH:32]=[CH:31][C:30]([CH2:29][N:27]([CH3:28])[CH2:26][CH2:25][CH2:24][CH2:23][NH:22][C:20](=[O:21])[NH:19][C:9]2[CH:8]=[C:7]([CH:12]=[C:11]([C:13]3[N:17]([CH3:18])[N:16]=[N:15][N:14]=3)[CH:10]=2)[C:6]([OH:37])=[O:5])=[CH:35][CH:34]=1. (6) Given the reactants Cl[C:2]1[N:7]=[C:6]([C:8]2[S:12][C:11]([N:13]3[CH2:18][CH2:17][CH2:16][CH2:15][CH2:14]3)=[N:10][C:9]=2[C:19]2[CH:20]=[C:21]([NH:25][C:26](=[O:35])[C:27]3[C:32]([F:33])=[CH:31][CH:30]=[CH:29][C:28]=3[F:34])[CH:22]=[CH:23][CH:24]=2)[CH:5]=[CH:4][N:3]=1.Cl.Cl.[NH2:38][C:39]1[CH:44]=[CH:43][C:42]([O:45][CH2:46][CH2:47][N:48]([CH3:50])[CH3:49])=[C:41]([Cl:51])[CH:40]=1, predict the reaction product. The product is: [Cl:51][C:41]1[CH:40]=[C:39]([NH:38][C:2]2[N:7]=[C:6]([C:8]3[S:12][C:11]([N:13]4[CH2:14][CH2:15][CH2:16][CH2:17][CH2:18]4)=[N:10][C:9]=3[C:19]3[CH:20]=[C:21]([NH:25][C:26](=[O:35])[C:27]4[C:28]([F:34])=[CH:29][CH:30]=[CH:31][C:32]=4[F:33])[CH:22]=[CH:23][CH:24]=3)[CH:5]=[CH:4][N:3]=2)[CH:44]=[CH:43][C:42]=1[O:45][CH2:46][CH2:47][N:48]([CH3:49])[CH3:50].